Dataset: Full USPTO retrosynthesis dataset with 1.9M reactions from patents (1976-2016). Task: Predict the reactants needed to synthesize the given product. (1) Given the product [F:1][C@H:2]1[C@@H:7]2[O:8][CH:9]([C:12]3[CH:17]=[CH:16][CH:15]=[CH:14][CH:13]=3)[O:10][CH2:11][C@H:6]2[O:5][CH2:4][C@@H:3]1[O:18][S:30]([C:29]([F:42])([F:41])[F:28])(=[O:32])=[O:31], predict the reactants needed to synthesize it. The reactants are: [F:1][CH:2]1[CH:7]2[O:8][CH:9]([C:12]3[CH:17]=[CH:16][CH:15]=[CH:14][CH:13]=3)[O:10][CH2:11][CH:6]2[O:5][CH2:4][CH:3]1[OH:18].CCN(C(C)C)C(C)C.[F:28][C:29]([F:42])([F:41])[S:30](O[S:30]([C:29]([F:42])([F:41])[F:28])(=[O:32])=[O:31])(=[O:32])=[O:31]. (2) Given the product [F:19][C:20]1[CH:25]=[C:24]([C:2]2[CH:18]=[CH:17][CH:16]=[CH:15][C:3]=2[O:4][C:5]2[CH:10]=[CH:9][N:8]=[C:7]([C:11]([F:14])([F:13])[F:12])[CH:6]=2)[CH:23]=[CH:22][C:21]=1[C:35]1[CH:40]=[N:39][C:38]([NH2:41])=[N:37][CH:36]=1, predict the reactants needed to synthesize it. The reactants are: Br[C:2]1[CH:18]=[CH:17][CH:16]=[CH:15][C:3]=1[O:4][C:5]1[CH:10]=[CH:9][N:8]=[C:7]([C:11]([F:14])([F:13])[F:12])[CH:6]=1.[F:19][C:20]1[CH:25]=[C:24](B2OC(C)(C)C(C)(C)O2)[CH:23]=[CH:22][C:21]=1[C:35]1[CH:36]=[N:37][C:38]([NH2:41])=[N:39][CH:40]=1. (3) Given the product [CH:19]1([C:2]2[CH:15]=[C:14]([N+:16]([O-:18])=[O:17])[CH:13]=[CH:12][C:3]=2[CH2:4][N:5]2[CH2:10][CH2:9][N:8]([CH3:11])[CH2:7][CH2:6]2)[CH2:21][CH2:20]1, predict the reactants needed to synthesize it. The reactants are: Br[C:2]1[CH:15]=[C:14]([N+:16]([O-:18])=[O:17])[CH:13]=[CH:12][C:3]=1[CH2:4][N:5]1[CH2:10][CH2:9][N:8]([CH3:11])[CH2:7][CH2:6]1.[CH:19]1(B(O)O)[CH2:21][CH2:20]1.[O-]P([O-])([O-])=O.[K+].[K+].[K+].C1(P(C2CCCCC2)C2CCCCC2)CCCCC1.